From a dataset of Reaction yield outcomes from USPTO patents with 853,638 reactions. Predict the reaction yield, written as a fraction of the theoretical maximum amount of product (1.0 means a 100% yield; for example, 0.34 means a 34% yield). (1) The reactants are Cl[CH2:2][CH2:3][C:4]([NH:6][C:7]1[CH:12]=[CH:11][CH:10]=[CH:9][CH:8]=1)=[O:5].[Cl-].[Al+3].[Cl-].[Cl-]. The catalyst is ClC1C=CC=CC=1. The product is [NH:6]1[C:7]2[C:12](=[CH:11][CH:10]=[CH:9][CH:8]=2)[CH2:2][CH2:3][C:4]1=[O:5]. The yield is 0.400. (2) The reactants are [NH2:1][C:2]([NH2:4])=[O:3].[C:5]([CH2:8][C:9](=O)[CH3:10])(=O)[CH3:6].Cl. The catalyst is CCO. The product is [CH3:6][C:5]1[CH:8]=[C:9]([CH3:10])[N:4]=[C:2]([OH:3])[N:1]=1. The yield is 0.970.